From a dataset of Reaction yield outcomes from USPTO patents with 853,638 reactions. Predict the reaction yield, written as a fraction of the theoretical maximum amount of product (1.0 means a 100% yield; for example, 0.34 means a 34% yield). (1) The reactants are Cl[C:2]1[N:7]=[C:6]([O:8][CH3:9])[C:5]([CH3:10])=[CH:4][N:3]=1.[C:11]([O:15][C:16](=[O:25])[NH:17][C@H:18]1[CH2:23][CH2:22][C@@H:21]([NH2:24])[CH2:20][CH2:19]1)([CH3:14])([CH3:13])[CH3:12].CCN(C(C)C)C(C)C.CC(O)C. The catalyst is C(Cl)Cl. The product is [C:11]([O:15][C:16](=[O:25])[NH:17][C@H:18]1[CH2:19][CH2:20][C@@H:21]([NH:24][C:2]2[N:7]=[C:6]([O:8][CH3:9])[C:5]([CH3:10])=[CH:4][N:3]=2)[CH2:22][CH2:23]1)([CH3:14])([CH3:12])[CH3:13]. The yield is 0.340. (2) The reactants are [OH:1][C@H:2]1[C:6]([CH3:8])([CH3:7])[CH2:5][O:4][C:3]1=[O:9].C(N(C(C)C)CC)(C)C.[C:19](Cl)(=[O:22])[CH:20]=[CH2:21].Cl. The catalyst is ClCCl.CCOC(C)=O. The product is [CH3:7][C:6]1([CH3:8])[CH2:5][O:4][C:3](=[O:9])[CH:2]1[O:1][C:19](=[O:22])[CH:20]=[CH2:21]. The yield is 0.570. (3) The reactants are [Si:1]([O:8][CH2:9][C@H:10]1[O:18][C@H:17]2[C@H:13]([N:14]=[C:15]([N:19]([CH3:27])[C:20](=[O:26])[O:21][C:22]([CH3:25])([CH3:24])[CH3:23])[S:16]2)[C@@H:12]([OH:28])[C@@H:11]1[OH:29])([C:4]([CH3:7])([CH3:6])[CH3:5])([CH3:3])[CH3:2].[H-].[Na+].Br[CH2:33][C:34]1[CH:39]=[CH:38][CH:37]=[CH:36][CH:35]=1. The catalyst is CN(C=O)C. The product is [CH2:33]([O:29][C@@H:11]1[C@@H:10]([CH2:9][O:8][Si:1]([C:4]([CH3:7])([CH3:5])[CH3:6])([CH3:3])[CH3:2])[O:18][C@H:17]2[C@H:13]([N:14]=[C:15]([N:19]([CH3:27])[C:20](=[O:26])[O:21][C:22]([CH3:23])([CH3:25])[CH3:24])[S:16]2)[C@H:12]1[O:28][CH2:33][C:34]1[CH:39]=[CH:38][CH:37]=[CH:36][CH:35]=1)[C:34]1[CH:39]=[CH:38][CH:37]=[CH:36][CH:35]=1. The yield is 0.670. (4) The reactants are Cl.[CH2:2]([S:4]([N:7]1[CH2:12][CH2:11][N:10]([CH2:13][C:14]2[S:18][C:17]([NH:19][C:20](=[O:35])[N:21]([CH:28]3[CH2:33][CH2:32][CH:31]([CH3:34])[CH2:30][CH2:29]3)[CH:22]3[CH2:27][CH2:26][NH:25][CH2:24][CH2:23]3)=[N:16][CH:15]=2)[CH2:9][CH2:8]1)(=[O:6])=[O:5])[CH3:3].[F:36][C:37]1[CH:45]=[CH:44][C:40]([C:41](Cl)=[O:42])=[CH:39][CH:38]=1. No catalyst specified. The product is [CH2:2]([S:4]([N:7]1[CH2:12][CH2:11][N:10]([CH2:13][C:14]2[S:18][C:17]([NH:19][C:20](=[O:35])[N:21]([CH:22]3[CH2:27][CH2:26][N:25]([C:41](=[O:42])[C:40]4[CH:44]=[CH:45][C:37]([F:36])=[CH:38][CH:39]=4)[CH2:24][CH2:23]3)[CH:28]3[CH2:29][CH2:30][CH:31]([CH3:34])[CH2:32][CH2:33]3)=[N:16][CH:15]=2)[CH2:9][CH2:8]1)(=[O:5])=[O:6])[CH3:3]. The yield is 0.860.